This data is from Forward reaction prediction with 1.9M reactions from USPTO patents (1976-2016). The task is: Predict the product of the given reaction. (1) Given the reactants F[C:2]1[C:7]([F:8])=[CH:6][CH:5]=[C:4]([F:9])[N:3]=1.[CH2:10]([OH:17])[C:11]1[CH:16]=[CH:15][CH:14]=[CH:13][CH:12]=1.C(=O)([O-])[O-].[K+].[K+], predict the reaction product. The product is: [CH2:10]([O:17][C:2]1[C:7]([F:8])=[CH:6][CH:5]=[C:4]([F:9])[N:3]=1)[C:11]1[CH:16]=[CH:15][CH:14]=[CH:13][CH:12]=1. (2) Given the reactants [Br:1][C:2]1[CH:19]=[CH:18][C:5]2[N:6]=[C:7]([NH:9][C:10]3[CH:15]=[CH:14][N:13]=[C:12]([S:16][CH3:17])[N:11]=3)[S:8][C:4]=2[CH:3]=1.[OH:20]OS([O-])=O.[K+].[OH2:26], predict the reaction product. The product is: [Br:1][C:2]1[CH:19]=[CH:18][C:5]2[N:6]=[C:7]([NH:9][C:10]3[CH:15]=[CH:14][N:13]=[C:12]([S:16]([CH3:17])(=[O:20])=[O:26])[N:11]=3)[S:8][C:4]=2[CH:3]=1.